Predict the reactants needed to synthesize the given product. From a dataset of Full USPTO retrosynthesis dataset with 1.9M reactions from patents (1976-2016). (1) The reactants are: [CH3:1][N:2]([CH:10]1[CH2:15][CH2:14][N:13]([CH3:16])[CH2:12][CH2:11]1)[C:3]1[CH:8]=[CH:7][CH:6]=[C:5]([NH2:9])[N:4]=1.[Cl:17][C:18]1[CH:26]=[C:25]([F:27])[CH:24]=[CH:23][C:19]=1[C:20](Cl)=[O:21]. Given the product [ClH:17].[Cl:17][C:18]1[CH:26]=[C:25]([F:27])[CH:24]=[CH:23][C:19]=1[C:20]([NH:9][C:5]1[CH:6]=[CH:7][CH:8]=[C:3]([N:2]([CH3:1])[CH:10]2[CH2:15][CH2:14][N:13]([CH3:16])[CH2:12][CH2:11]2)[N:4]=1)=[O:21], predict the reactants needed to synthesize it. (2) Given the product [F:1][C:2]1[CH:3]=[CH:4][C:5]([C:8]2[C:16]3[C:11](=[CH:12][CH:13]=[C:14](/[CH:17]=[CH:18]/[C:19]([OH:21])=[O:20])[CH:15]=3)[NH:10][N:9]=2)=[CH:6][CH:7]=1, predict the reactants needed to synthesize it. The reactants are: [F:1][C:2]1[CH:7]=[CH:6][C:5]([C:8]2[C:16]3[C:11](=[CH:12][CH:13]=[C:14](/[CH:17]=[CH:18]/[C:19]([O:21]CC)=[O:20])[CH:15]=3)[NH:10][N:9]=2)=[CH:4][CH:3]=1.[OH-].[Li+].Cl. (3) Given the product [C:2]([OH:19])(=[O:18])[CH2:3][CH2:4][CH2:5][CH2:6][CH2:7][CH2:8][CH2:9][CH2:10][CH2:11][CH2:12][CH2:13][CH2:14][CH2:15][CH2:16][CH3:17], predict the reactants needed to synthesize it. The reactants are: [Br-].[C:2]([O:19]C(C[O:19][C:2](=[O:18])[CH2:3][CH2:4][CH2:5][CH2:6][CH2:7][CH2:8][CH2:9][CH2:10][CH2:11][CH2:12][CH2:13][CH2:14][CH2:15][CH2:16][CH3:17])C[N+](CCCCCCCCCCCCO)(C)C)(=[O:18])[CH2:3][CH2:4][CH2:5][CH2:6][CH2:7][CH2:8][CH2:9][CH2:10][CH2:11][CH2:12][CH2:13][CH2:14][CH2:15][CH2:16][CH3:17].CC1(C)N([O])C(C)(C)CCC1.[K+].[Br-].C([O-])(O)=O.[Na+]. (4) Given the product [Cl:21][C:16]1[N:17]=[CH:18][CH:19]=[C:20]2[C:12]([NH:11][C:5]3[C:6]4[CH:7]=[N:8][NH:9][C:10]=4[C:2]([NH2:28])=[CH:3][CH:4]=3)=[C:13]([C:22]3[N:23]=[CH:24][CH:25]=[CH:26][N:27]=3)[O:14][C:15]=12, predict the reactants needed to synthesize it. The reactants are: Cl[C:2]1[C:10]2[NH:9][N:8]=[CH:7][C:6]=2[C:5]([NH:11][C:12]2[C:20]3[C:15](=[C:16]([Cl:21])[N:17]=[CH:18][CH:19]=3)[O:14][C:13]=2[C:22]2[N:27]=[CH:26][CH:25]=[CH:24][N:23]=2)=[CH:4][CH:3]=1.[NH4+:28]. (5) The reactants are: C([O:3][C:4](=[O:45])[CH2:5][O:6][C:7]1[CH:12]=[CH:11][C:10]([S:13][C:14]2[CH:19]=[C:18]([O:20][CH2:21][C:22]3[CH:27]=[CH:26][C:25]([CH2:28][N:29]4[CH2:34][CH2:33][O:32][CH2:31][CH2:30]4)=[CH:24][CH:23]=3)[CH:17]=[C:16]([C:35]#[C:36][C:37]3[CH:42]=[CH:41][C:40]([Cl:43])=[CH:39][CH:38]=3)[CH:15]=2)=[CH:9][C:8]=1[Cl:44])C.[OH-].[Na+].Cl. Given the product [Cl:44][C:8]1[CH:9]=[C:10]([S:13][C:14]2[CH:19]=[C:18]([O:20][CH2:21][C:22]3[CH:23]=[CH:24][C:25]([CH2:28][N:29]4[CH2:34][CH2:33][O:32][CH2:31][CH2:30]4)=[CH:26][CH:27]=3)[CH:17]=[C:16]([C:35]#[C:36][C:37]3[CH:38]=[CH:39][C:40]([Cl:43])=[CH:41][CH:42]=3)[CH:15]=2)[CH:11]=[CH:12][C:7]=1[O:6][CH2:5][C:4]([OH:45])=[O:3], predict the reactants needed to synthesize it. (6) Given the product [CH2:17]([O:14][C:6]1[N:5]=[C:4]([Cl:3])[C:13]2[C:8]([CH:7]=1)=[CH:9][CH:10]=[CH:11][CH:12]=2)[CH:16]=[CH2:15], predict the reactants needed to synthesize it. The reactants are: [H-].[Na+].[Cl:3][C:4]1[C:13]2[C:8](=[CH:9][CH:10]=[CH:11][CH:12]=2)[CH:7]=[C:6]([OH:14])[N:5]=1.[CH2:15](Br)[CH:16]=[CH2:17].